Binary Classification. Given a T-cell receptor sequence (or CDR3 region) and an epitope sequence, predict whether binding occurs between them. From a dataset of TCR-epitope binding with 47,182 pairs between 192 epitopes and 23,139 TCRs. The epitope is EIYKRWII. The TCR CDR3 sequence is CASSVLGGRTGELFF. Result: 1 (the TCR binds to the epitope).